Dataset: Forward reaction prediction with 1.9M reactions from USPTO patents (1976-2016). Task: Predict the product of the given reaction. Given the reactants [N+:1]([C:4]1[CH:5]=[C:6]([CH:11]=[CH:12][CH:13]=1)[O:7][CH2:8][CH2:9][OH:10])([O-])=O.[NH4+].[Cl-], predict the reaction product. The product is: [NH2:1][C:4]1[CH:5]=[C:6]([CH:11]=[CH:12][CH:13]=1)[O:7][CH2:8][CH2:9][OH:10].